Dataset: NCI-60 drug combinations with 297,098 pairs across 59 cell lines. Task: Regression. Given two drug SMILES strings and cell line genomic features, predict the synergy score measuring deviation from expected non-interaction effect. (1) Drug 1: C1=NC2=C(N1)C(=S)N=CN2. Drug 2: C1CC(=O)NC(=O)C1N2C(=O)C3=CC=CC=C3C2=O. Cell line: BT-549. Synergy scores: CSS=34.8, Synergy_ZIP=-6.94, Synergy_Bliss=-3.45, Synergy_Loewe=-36.6, Synergy_HSA=-1.95. (2) Drug 1: CC1=C2C(C(=O)C3(C(CC4C(C3C(C(C2(C)C)(CC1OC(=O)C(C(C5=CC=CC=C5)NC(=O)OC(C)(C)C)O)O)OC(=O)C6=CC=CC=C6)(CO4)OC(=O)C)O)C)O. Drug 2: C1CN1C2=NC(=NC(=N2)N3CC3)N4CC4. Cell line: HS 578T. Synergy scores: CSS=13.5, Synergy_ZIP=2.28, Synergy_Bliss=4.54, Synergy_Loewe=2.72, Synergy_HSA=3.08.